This data is from Forward reaction prediction with 1.9M reactions from USPTO patents (1976-2016). The task is: Predict the product of the given reaction. Given the reactants [N:1]1[CH:6]=[CH:5][C:4]([C:7]([NH:9][NH:10][C:11]([CH:13]2[CH2:18][CH2:17][CH:16]([CH2:19][CH2:20][CH2:21][CH2:22][CH3:23])[CH2:15][CH2:14]2)=O)=O)=[CH:3][CH:2]=1.COC1C=CC(P2(SP(C3C=CC(OC)=CC=3)(=S)S2)=[S:33])=CC=1, predict the reaction product. The product is: [CH2:19]([C@H:16]1[CH2:17][CH2:18][C@H:13]([C:11]2[S:33][C:7]([C:4]3[CH:5]=[CH:6][N:1]=[CH:2][CH:3]=3)=[N:9][N:10]=2)[CH2:14][CH2:15]1)[CH2:20][CH2:21][CH2:22][CH3:23].